Dataset: Forward reaction prediction with 1.9M reactions from USPTO patents (1976-2016). Task: Predict the product of the given reaction. Given the reactants [C:1]([O:5][C:6]([NH:8][CH:9]1[CH2:14][CH2:13][NH:12][CH2:11][CH2:10]1)=[O:7])([CH3:4])([CH3:3])[CH3:2].C(=O)([O-])[O-].[K+].[K+].Br[CH2:22][C:23]([O:25][CH3:26])=[O:24].O, predict the reaction product. The product is: [C:1]([O:5][C:6]([NH:8][CH:9]1[CH2:10][CH2:11][N:12]([CH2:22][C:23]([O:25][CH3:26])=[O:24])[CH2:13][CH2:14]1)=[O:7])([CH3:4])([CH3:2])[CH3:3].